From a dataset of Peptide-MHC class I binding affinity with 185,985 pairs from IEDB/IMGT. Regression. Given a peptide amino acid sequence and an MHC pseudo amino acid sequence, predict their binding affinity value. This is MHC class I binding data. The peptide sequence is EVAESVMFM. The MHC is HLA-A31:01 with pseudo-sequence HLA-A31:01. The binding affinity (normalized) is 0.0847.